From a dataset of Full USPTO retrosynthesis dataset with 1.9M reactions from patents (1976-2016). Predict the reactants needed to synthesize the given product. (1) Given the product [CH3:1][O:2][C:3]1[CH:4]=[CH:5][C:6]([C:7]([NH:9][C:10]2[C:11]([NH:16][C:17]([O:19][CH2:20][CH2:21][O:22][CH:23]3[CH2:24][CH2:25][NH:26][CH2:27][CH2:28]3)=[O:18])=[CH:12][CH:13]=[CH:14][CH:15]=2)=[O:8])=[CH:36][CH:37]=1, predict the reactants needed to synthesize it. The reactants are: [CH3:1][O:2][C:3]1[CH:37]=[CH:36][C:6]([C:7]([NH:9][C:10]2[C:11]([NH:16][C:17]([O:19][CH2:20][CH2:21][O:22][CH:23]3[CH2:28][CH2:27][N:26](C(OC(C)(C)C)=O)[CH2:25][CH2:24]3)=[O:18])=[CH:12][CH:13]=[CH:14][CH:15]=2)=[O:8])=[CH:5][CH:4]=1.FC(F)(F)C(O)=O.Cl. (2) Given the product [OH:9][C:10]1[C:15](=[O:16])[N:14]([CH3:17])[C:13]([C:18]2[CH:23]=[CH:22][CH:21]=[C:20]([OH:24])[CH:19]=2)=[N:12][C:11]=1[C:25]([OH:27])=[O:26], predict the reactants needed to synthesize it. The reactants are: C([O:9][C:10]1[C:15](=[O:16])[N:14]([CH3:17])[C:13]([C:18]2[CH:23]=[CH:22][CH:21]=[C:20]([OH:24])[CH:19]=2)=[N:12][C:11]=1[C:25]([O:27]C)=[O:26])(=O)C1C=CC=CC=1. (3) Given the product [CH2:45]([N:47]([CH2:51][CH3:52])[CH2:48][CH2:49][NH:50][C:37]([NH:20][C:19]1[CH:21]=[CH:22][C:16]([O:15][C:6]2[C:5]3[C:10](=[CH:11][C:12]([O:13][CH3:14])=[C:3]([O:2][CH3:1])[CH:4]=3)[N:9]=[CH:8][N:7]=2)=[CH:17][C:18]=1[N+:23]([O-:25])=[O:24])=[O:43])[CH3:46], predict the reactants needed to synthesize it. The reactants are: [CH3:1][O:2][C:3]1[CH:4]=[C:5]2[C:10](=[CH:11][C:12]=1[O:13][CH3:14])[N:9]=[CH:8][N:7]=[C:6]2[O:15][C:16]1[CH:22]=[CH:21][C:19]([NH2:20])=[C:18]([N+:23]([O-:25])=[O:24])[CH:17]=1.C(N(CC)CC)C.ClC(Cl)(O[C:37](=[O:43])OC(Cl)(Cl)Cl)Cl.[CH2:45]([N:47]([CH2:51][CH3:52])[CH2:48][CH2:49][NH2:50])[CH3:46].